Task: Predict the reactants needed to synthesize the given product.. Dataset: Full USPTO retrosynthesis dataset with 1.9M reactions from patents (1976-2016) (1) Given the product [Br:1][C:2]1[CH:7]=[C:6]([F:8])[CH:5]=[CH:4][C:3]=1[CH:9]1[N:10]=[C:11]([C:22]2[S:23][CH:24]=[CH:25][N:26]=2)[NH:12][C:13]([CH2:20][N:33]2[CH2:34][C:29]([CH3:28])([CH3:38])[O:30][CH2:31][C@H:32]2[C:35]([OH:37])=[O:36])=[C:14]1[C:15]([O:17][CH2:18][CH3:19])=[O:16], predict the reactants needed to synthesize it. The reactants are: [Br:1][C:2]1[CH:7]=[C:6]([F:8])[CH:5]=[CH:4][C:3]=1[CH:9]1[C:14]([C:15]([O:17][CH2:18][CH3:19])=[O:16])=[C:13]([CH2:20]Br)[NH:12][C:11]([C:22]2[S:23][CH:24]=[CH:25][N:26]=2)=[N:10]1.Cl.[CH3:28][C:29]1([CH3:38])[CH2:34][NH:33][C@H:32]([C:35]([OH:37])=[O:36])[CH2:31][O:30]1. (2) Given the product [I:21][C:7]1[N:6]=[C:5]([O:2][CH3:1])[C:10]([O:11][CH2:12][C:13]2[CH:18]=[CH:17][C:16]([O:19][CH3:20])=[CH:15][CH:14]=2)=[CH:9][CH:8]=1, predict the reactants needed to synthesize it. The reactants are: [CH3:1][O-:2].[Na+].Br[C:5]1[C:10]([O:11][CH2:12][C:13]2[CH:18]=[CH:17][C:16]([O:19][CH3:20])=[CH:15][CH:14]=2)=[CH:9][CH:8]=[C:7]([I:21])[N:6]=1.O.